Dataset: Forward reaction prediction with 1.9M reactions from USPTO patents (1976-2016). Task: Predict the product of the given reaction. (1) Given the reactants [OH:1][CH:2]1[CH:6]([O:7][CH2:8][C:9]2[CH:13]=[C:12]([CH3:14])[O:11][N:10]=2)[CH2:5][N:4]([C:15](=[O:22])[C@H:16]([CH2:18][CH:19]([CH3:21])[CH3:20])[NH2:17])[CH2:3]1.CN1CCOCC1.ON1C2C=CC=CC=2N=N1.[N:40]1[C:49]2[C:44](=[CH:45][CH:46]=[CH:47][CH:48]=2)[CH:43]=[CH:42][C:41]=1[C:50](O)=[O:51], predict the reaction product. The product is: [OH:1][CH:2]1[CH:6]([O:7][CH2:8][C:9]2[CH:13]=[C:12]([CH3:14])[O:11][N:10]=2)[CH2:5][N:4]([C:15](=[O:22])[C@H:16]([CH2:18][CH:19]([CH3:20])[CH3:21])[NH:17][C:50]([C:41]2[CH:42]=[CH:43][C:44]3[C:49](=[CH:48][CH:47]=[CH:46][CH:45]=3)[N:40]=2)=[O:51])[CH2:3]1. (2) Given the reactants [CH:1]([C:3]1[CH:30]=[CH:29][C:6]2[N:7]([CH2:24][C:25]([OH:28])([CH3:27])[CH3:26])[C:8]([NH:10][C:11]([C:13]3[S:14][C:15]([C:18]4[O:22][C:21]([CH3:23])=[N:20][CH:19]=4)=[CH:16][CH:17]=3)=[O:12])=[N:9][C:5]=2[CH:4]=1)=O.[CH:31]1(CN)[CH2:36][CH2:35][CH2:34][CH2:33][CH2:32]1.[N-:39]=[C:40]=O, predict the reaction product. The product is: [CH:31]1([N:39]([CH2:1][C:3]2[CH:30]=[CH:29][C:6]3[N:7]([CH2:24][C:25]([OH:28])([CH3:26])[CH3:27])[C:8]([NH:10][C:11]([C:13]4[S:14][C:15]([C:18]5[O:22][C:21]([CH3:23])=[N:20][CH:19]=5)=[CH:16][CH:17]=4)=[O:12])=[N:9][C:5]=3[CH:4]=2)[CH3:40])[CH2:32][CH2:33][CH2:34][CH2:35][CH2:36]1. (3) Given the reactants [F:1][C:2]1[CH:7]=[C:6]([N+:8]([O-:10])=[O:9])[CH:5]=[CH:4][C:3]=1[CH:11](C(OCC)=O)[C:12]([O:14][CH2:15][CH3:16])=[O:13].[Cl-].[Li+].O, predict the reaction product. The product is: [F:1][C:2]1[CH:7]=[C:6]([N+:8]([O-:10])=[O:9])[CH:5]=[CH:4][C:3]=1[CH2:11][C:12]([O:14][CH2:15][CH3:16])=[O:13].